Dataset: Full USPTO retrosynthesis dataset with 1.9M reactions from patents (1976-2016). Task: Predict the reactants needed to synthesize the given product. (1) Given the product [CH3:25][O:26][C:27]1[CH:37]=[CH:36][CH:35]=[CH:34][C:28]=1[CH:29]=[CH:30][C:31]([NH:2][C@H:3]([C:14]([O:16][CH3:17])=[O:15])[CH2:4][C:5]1[C:13]2[C:8](=[CH:9][CH:10]=[CH:11][CH:12]=2)[NH:7][CH:6]=1)=[O:32], predict the reactants needed to synthesize it. The reactants are: Cl.[NH2:2][C@H:3]([C:14]([O:16][CH3:17])=[O:15])[CH2:4][C:5]1[C:13]2[C:8](=[CH:9][CH:10]=[CH:11][CH:12]=2)[NH:7][CH:6]=1.C(N(CC)CC)C.[CH3:25][O:26][C:27]1[CH:37]=[CH:36][CH:35]=[CH:34][C:28]=1[CH:29]=[CH:30][C:31](O)=[O:32].CCN=C=NCCCN(C)C.Cl. (2) Given the product [NH2:8][C@H:9]([CH2:31][C:32]1[CH:33]=[CH:34][C:35]([Cl:38])=[CH:36][CH:37]=1)[C:10]([N:12]1[CH2:13][CH2:14][N:15]([C:18]2[C:23]([C:24]([O:26][CH3:27])=[O:25])=[CH:22][N:21]=[C:20]3[NH:28][CH:29]=[CH:30][C:19]=23)[CH2:16][CH2:17]1)=[O:11], predict the reactants needed to synthesize it. The reactants are: C(OC([NH:8][C@H:9]([CH2:31][C:32]1[CH:37]=[CH:36][C:35]([Cl:38])=[CH:34][CH:33]=1)[C:10]([N:12]1[CH2:17][CH2:16][N:15]([C:18]2[C:23]([C:24]([O:26][CH3:27])=[O:25])=[CH:22][N:21]=[C:20]3[NH:28][CH:29]=[CH:30][C:19]=23)[CH2:14][CH2:13]1)=[O:11])=O)(C)(C)C.C(O)(C(F)(F)F)=O. (3) Given the product [CH2:11]([C:18]1([N:25]([CH3:26])[CH3:27])[CH2:23][CH2:22][C:21]([CH2:5][C:4]2[CH:7]=[CH:8][CH:9]=[CH:10][C:3]=2[F:2])([OH:24])[CH2:20][CH2:19]1)[C:12]1[CH:17]=[CH:16][CH:15]=[CH:14][CH:13]=1.[ClH:6].[CH2:11]([C:18]1([N:25]([CH3:26])[CH3:27])[CH2:23][CH2:22][C:21]([CH2:5][C:4]2[CH:7]=[CH:8][CH:9]=[CH:10][C:3]=2[F:2])([OH:24])[CH2:20][CH2:19]1)[C:12]1[CH:17]=[CH:16][CH:15]=[CH:14][CH:13]=1, predict the reactants needed to synthesize it. The reactants are: [Mg].[F:2][C:3]1[CH:10]=[CH:9][CH:8]=[CH:7][C:4]=1[CH2:5][Cl:6].[CH2:11]([C:18]1([N:25]([CH3:27])[CH3:26])[CH2:23][CH2:22][C:21](=[O:24])[CH2:20][CH2:19]1)[C:12]1[CH:17]=[CH:16][CH:15]=[CH:14][CH:13]=1.[Cl-].[NH4+]. (4) Given the product [C:13]1([C:19](=[N:20][C:2]2[C:10]([F:11])=[CH:9][CH:8]=[C:7]3[C:3]=2[CH2:4][CH:5]([OH:12])[CH2:6]3)[C:21]2[CH:22]=[CH:23][CH:24]=[CH:25][CH:26]=2)[CH:18]=[CH:17][CH:16]=[CH:15][CH:14]=1, predict the reactants needed to synthesize it. The reactants are: Br[C:2]1[C:10]([F:11])=[CH:9][CH:8]=[C:7]2[C:3]=1[CH2:4][CH:5]([OH:12])[CH2:6]2.[C:13]1([C:19]([C:21]2[CH:26]=[CH:25][CH:24]=[CH:23][CH:22]=2)=[NH:20])[CH:18]=[CH:17][CH:16]=[CH:15][CH:14]=1.C([O-])([O-])=O.[Cs+].[Cs+]. (5) Given the product [CH3:16][O:17][CH2:18][CH2:19][CH2:20][C@@H:21]1[NH:22][CH2:23][CH2:24][N:11]([C:9]2[C:10]3[CH:1]=[CH:2][S:3][C:4]=3[NH:5][C:6]3[CH:15]=[CH:14][CH:13]=[CH:12][C:7]=3[N:8]=2)[CH2:26]1, predict the reactants needed to synthesize it. The reactants are: [CH:1]1[C:10]2[C:9]([NH2:11])=[N:8][C:7]3[CH:12]=[CH:13][CH:14]=[CH:15][C:6]=3[NH:5][C:4]=2[S:3][CH:2]=1.[CH3:16][O:17][CH2:18][CH2:19][CH2:20][C@H:21]1[CH2:26]N[CH2:24][CH2:23][NH:22]1.CS(C)=O.C1(C)C=CC=CC=1. (6) Given the product [Cl:49][C:46]1[CH:47]=[CH:48][C:43]([CH:39]([C:40]([N:25]2[CH2:24][CH2:23][N:22]([C:20]3[C:21]4[C@H:13]([CH3:12])[CH2:14][C:15]([OH:28])([CH3:29])[C:16]=4[N:17]=[CH:18][N:19]=3)[CH2:27][CH2:26]2)=[O:41])[CH2:38][N:37]([CH:50]([CH3:51])[CH3:52])[C:35](=[O:36])[O:34][C:30]([CH3:32])([CH3:31])[CH3:33])=[CH:44][CH:45]=1, predict the reactants needed to synthesize it. The reactants are: CCN(C(C)C)C(C)C.Cl.Cl.[CH3:12][C@H:13]1[C:21]2[C:20]([N:22]3[CH2:27][CH2:26][NH:25][CH2:24][CH2:23]3)=[N:19][CH:18]=[N:17][C:16]=2[C:15]([CH3:29])([OH:28])[CH2:14]1.[C:30]([O:34][C:35]([N:37]([CH:50]([CH3:52])[CH3:51])[CH2:38][CH:39]([C:43]1[CH:48]=[CH:47][C:46]([Cl:49])=[CH:45][CH:44]=1)[C:40](O)=[O:41])=[O:36])([CH3:33])([CH3:32])[CH3:31].F[P-](F)(F)(F)(F)F.N1(OC(N(C)C)=[N+](C)C)C2C=CC=CC=2N=N1.